Dataset: Merck oncology drug combination screen with 23,052 pairs across 39 cell lines. Task: Regression. Given two drug SMILES strings and cell line genomic features, predict the synergy score measuring deviation from expected non-interaction effect. Drug 1: O=S1(=O)NC2(CN1CC(F)(F)F)C1CCC2Cc2cc(C=CCN3CCC(C(F)(F)F)CC3)ccc2C1. Drug 2: CNC(=O)c1cc(Oc2ccc(NC(=O)Nc3ccc(Cl)c(C(F)(F)F)c3)cc2)ccn1. Cell line: SKMEL30. Synergy scores: synergy=13.4.